This data is from Peptide-MHC class I binding affinity with 185,985 pairs from IEDB/IMGT. The task is: Regression. Given a peptide amino acid sequence and an MHC pseudo amino acid sequence, predict their binding affinity value. This is MHC class I binding data. The peptide sequence is DYIYLPLLK. The MHC is HLA-B08:01 with pseudo-sequence HLA-B08:01. The binding affinity (normalized) is 0.0847.